Task: Regression. Given a peptide amino acid sequence and an MHC pseudo amino acid sequence, predict their binding affinity value. This is MHC class II binding data.. Dataset: Peptide-MHC class II binding affinity with 134,281 pairs from IEDB The peptide sequence is FGSMPALTIACMTVQ. The MHC is DRB1_0701 with pseudo-sequence DRB1_0701. The binding affinity (normalized) is 0.767.